From a dataset of NCI-60 drug combinations with 297,098 pairs across 59 cell lines. Regression. Given two drug SMILES strings and cell line genomic features, predict the synergy score measuring deviation from expected non-interaction effect. (1) Cell line: A498. Drug 1: C1CN(P(=O)(OC1)NCCCl)CCCl. Synergy scores: CSS=30.4, Synergy_ZIP=-4.41, Synergy_Bliss=-0.401, Synergy_Loewe=-37.8, Synergy_HSA=-2.64. Drug 2: N.N.Cl[Pt+2]Cl. (2) Drug 1: CC1C(C(CC(O1)OC2CC(OC(C2O)C)OC3=CC4=CC5=C(C(=O)C(C(C5)C(C(=O)C(C(C)O)O)OC)OC6CC(C(C(O6)C)O)OC7CC(C(C(O7)C)O)OC8CC(C(C(O8)C)O)(C)O)C(=C4C(=C3C)O)O)O)O. Drug 2: C1=NC2=C(N=C(N=C2N1C3C(C(C(O3)CO)O)F)Cl)N. Cell line: SW-620. Synergy scores: CSS=60.4, Synergy_ZIP=0.401, Synergy_Bliss=1.36, Synergy_Loewe=-1.27, Synergy_HSA=-0.448. (3) Drug 1: CC1=CC=C(C=C1)C2=CC(=NN2C3=CC=C(C=C3)S(=O)(=O)N)C(F)(F)F. Drug 2: CN1C2=C(C=C(C=C2)N(CCCl)CCCl)N=C1CCCC(=O)O.Cl. Cell line: MALME-3M. Synergy scores: CSS=0.781, Synergy_ZIP=1.20, Synergy_Bliss=2.38, Synergy_Loewe=0.866, Synergy_HSA=0.211. (4) Drug 1: CC12CCC3C(C1CCC2=O)CC(=C)C4=CC(=O)C=CC34C. Drug 2: C(=O)(N)NO. Cell line: T-47D. Synergy scores: CSS=19.7, Synergy_ZIP=5.86, Synergy_Bliss=7.07, Synergy_Loewe=-5.62, Synergy_HSA=5.62. (5) Drug 1: CC1C(C(CC(O1)OC2CC(CC3=C2C(=C4C(=C3O)C(=O)C5=C(C4=O)C(=CC=C5)OC)O)(C(=O)C)O)N)O.Cl. Drug 2: C1=C(C(=O)NC(=O)N1)F. Cell line: HCT116. Synergy scores: CSS=41.3, Synergy_ZIP=-2.24, Synergy_Bliss=-4.79, Synergy_Loewe=-2.52, Synergy_HSA=-0.370.